Predict the reactants needed to synthesize the given product. From a dataset of Full USPTO retrosynthesis dataset with 1.9M reactions from patents (1976-2016). (1) Given the product [CH3:1][C:2]1[CH:7]=[C:6]([C:25]2[CH:26]=[N:27][N:28]([CH:30]3[CH2:33][CH:32]([C:34]([O:36][CH3:37])=[O:35])[CH2:31]3)[CH:29]=2)[CH:5]=[C:4]([NH:17][C:18]2[N:19]=[CH:20][CH:21]=[CH:22][N:23]=2)[CH:3]=1, predict the reactants needed to synthesize it. The reactants are: [CH3:1][C:2]1[CH:3]=[C:4]([NH:17][C:18]2[N:23]=[CH:22][CH:21]=[CH:20][N:19]=2)[CH:5]=[C:6](B2OC(C)(C)C(C)(C)O2)[CH:7]=1.Br[C:25]1[CH:26]=[N:27][N:28]([CH:30]2[CH2:33][CH:32]([C:34]([O:36][CH3:37])=[O:35])[CH2:31]2)[CH:29]=1.CC(C1C=C(C(C)C)C(C2C=CC=CC=2P(C2CCCCC2)C2CCCCC2)=C(C(C)C)C=1)C.C(=O)([O-])[O-].[Cs+].[Cs+]. (2) Given the product [CH2:1]([N:5]([C:6]1[CH:7]=[CH:8][C:9]([O:12][CH3:13])=[CH:10][CH:11]=1)[C:20](=[O:23])[CH:21]=[CH2:22])[CH2:2][CH:3]=[CH2:4], predict the reactants needed to synthesize it. The reactants are: [CH2:1]([NH:5][C:6]1[CH:11]=[CH:10][C:9]([O:12][CH3:13])=[CH:8][CH:7]=1)[CH2:2][CH:3]=[CH2:4].C([O-])([O-])=O.[K+].[K+].[C:20](Cl)(=[O:23])[CH:21]=[CH2:22].